From a dataset of Forward reaction prediction with 1.9M reactions from USPTO patents (1976-2016). Predict the product of the given reaction. Given the reactants [F:1][C:2]1[CH:16]=[C:15]([C:17]2[N:21]=[C:20]([C:22]3[CH:27]=[CH:26][C:25]([C:28]4[CH:33]=[CH:32][CH:31]=[CH:30][C:29]=4[CH3:34])=[C:24]([CH2:35][O:36][CH3:37])[CH:23]=3)[O:19][N:18]=2)[CH:14]=[CH:13][C:3]=1[C:4]([NH:6][CH2:7][CH2:8][C:9]([O:11]C)=[O:10])=[O:5].[OH-].[Na+].CCOC(C)=O, predict the reaction product. The product is: [F:1][C:2]1[CH:16]=[C:15]([C:17]2[N:21]=[C:20]([C:22]3[CH:27]=[CH:26][C:25]([C:28]4[CH:33]=[CH:32][CH:31]=[CH:30][C:29]=4[CH3:34])=[C:24]([CH2:35][O:36][CH3:37])[CH:23]=3)[O:19][N:18]=2)[CH:14]=[CH:13][C:3]=1[C:4]([NH:6][CH2:7][CH2:8][C:9]([OH:11])=[O:10])=[O:5].